Task: Regression. Given a peptide amino acid sequence and an MHC pseudo amino acid sequence, predict their binding affinity value. This is MHC class II binding data.. Dataset: Peptide-MHC class II binding affinity with 134,281 pairs from IEDB (1) The peptide sequence is AALDAQAVELTARLN. The MHC is DRB1_1501 with pseudo-sequence DRB1_1501. The binding affinity (normalized) is 0.176. (2) The peptide sequence is DVKFPGGGQIVGGVR. The MHC is HLA-DQA10501-DQB10301 with pseudo-sequence HLA-DQA10501-DQB10301. The binding affinity (normalized) is 0.706.